From a dataset of Full USPTO retrosynthesis dataset with 1.9M reactions from patents (1976-2016). Predict the reactants needed to synthesize the given product. The reactants are: [NH2:1][C:2]1[S:3][C:4]2[C:9]([N:10]=1)=[CH:8][CH:7]=[C:6]([OH:11])[N:5]=2.C(=O)([O-])[O-].[K+].[K+].[C:18]([O:21][CH2:22][CH2:23]Br)(=[O:20])[CH3:19].O. Given the product [C:18]([O:21][CH2:22][CH2:23][O:11][C:6]1[N:5]=[C:4]2[S:3][C:2]([NH2:1])=[N:10][C:9]2=[CH:8][CH:7]=1)(=[O:20])[CH3:19], predict the reactants needed to synthesize it.